Predict the product of the given reaction. From a dataset of Forward reaction prediction with 1.9M reactions from USPTO patents (1976-2016). (1) Given the reactants [NH:1]1[CH2:4][CH:3]([N:5]([CH2:12][C:13]2[CH:14]=[N:15][C:16]([C:19]3[S:27][C:26]4[C:21](=[N:22][CH:23]=[CH:24][C:25]=4[O:28][C:29]4[CH:34]=[CH:33][C:32]([NH:35][C:36]([NH:38][CH:39]5[CH2:41][CH2:40]5)=[O:37])=[CH:31][C:30]=4[F:42])[CH:20]=3)=[CH:17][CH:18]=2)[CH2:6][C:7]([O:9][CH2:10][CH3:11])=[O:8])[CH2:2]1.[CH2:43]([N:45]=[C:46]=[O:47])[CH3:44], predict the reaction product. The product is: [CH:39]1([NH:38][C:36](=[O:37])[NH:35][C:32]2[CH:33]=[CH:34][C:29]([O:28][C:25]3[CH:24]=[CH:23][N:22]=[C:21]4[CH:20]=[C:19]([C:16]5[N:15]=[CH:14][C:13]([CH2:12][N:5]([CH:3]6[CH2:2][N:1]([C:46](=[O:47])[NH:45][CH2:43][CH3:44])[CH2:4]6)[CH2:6][C:7]([O:9][CH2:10][CH3:11])=[O:8])=[CH:18][CH:17]=5)[S:27][C:26]=34)=[C:30]([F:42])[CH:31]=2)[CH2:40][CH2:41]1. (2) Given the reactants Br[C:2]1[NH:3][C:4]2[C:9]([C:10]=1[CH:11]=[O:12])=[CH:8][C:7]([C:13]1[O:17][CH:16]=[N:15][CH:14]=1)=[C:6]([O:18][CH3:19])[CH:5]=2.[S:20]1[C:24]2[CH:25]=[CH:26][CH:27]=[CH:28][C:23]=2[C:22](B(O)O)=[CH:21]1, predict the reaction product. The product is: [S:20]1[CH:21]=[C:22]([C:2]2[NH:3][C:4]3[C:9]([C:10]=2[CH:11]=[O:12])=[CH:8][C:7]([C:13]2[O:17][CH:16]=[N:15][CH:14]=2)=[C:6]([O:18][CH3:19])[CH:5]=3)[C:23]2[CH:28]=[CH:27][CH:26]=[CH:25][C:24]1=2. (3) Given the reactants [Br:1][C:2]1[N:3]=[C:4]([O:9][CH3:10])[C:5]([NH2:8])=[N:6][CH:7]=1.[Cl:11][C:12]1[CH:13]=[C:14]([S:19](Cl)(=[O:21])=[O:20])[CH:15]=[C:16]([Cl:18])[CH:17]=1, predict the reaction product. The product is: [Br:1][C:2]1[N:3]=[C:4]([O:9][CH3:10])[C:5]([NH:8][S:19]([C:14]2[CH:13]=[C:12]([Cl:11])[CH:17]=[C:16]([Cl:18])[CH:15]=2)(=[O:21])=[O:20])=[N:6][CH:7]=1.